Dataset: Experimentally validated miRNA-target interactions with 360,000+ pairs, plus equal number of negative samples. Task: Binary Classification. Given a miRNA mature sequence and a target amino acid sequence, predict their likelihood of interaction. (1) The miRNA is hsa-miR-381-3p with sequence UAUACAAGGGCAAGCUCUCUGU. The protein sequence of the target gene is MYTSHEDIGYDFEDGPKDKKTLKPHPNIDGGWAWMMVLSSFFVHILIMGSQMALGVLNVEWLEEFHQSRGLTAWVSSLSMGITLIVGPFIGLFINTCGCRQTAIIGGLVNSLGWVLSAYAANVHYLFITFGVAAGLGSGMAYLPAVVMVGRYFQKRRALAQGLSTTGTGFGTFLMTVLLKYLCAEYGWRNAMLIQGAVSLNLCVCGALMRPLSPGKNPNDPGEKDVRGLPAHSTESVKSTGQQGRTEEKDGGLGNEETLCDLQAQECPDQAGHRKNMCALRILKTVSWLTMRVRKGFEDW.... Result: 1 (interaction). (2) The protein sequence of the target gene is MLESLQPESHLLHDEPDPGESVYECNECKETFSLEQNFVEHKKTHSGEKSPECTGCGEESSQASSLTLHLRSRPRRESYKCGECGKAFSQRGNFLSHQKQHTEERPSESKKTPVPMTTTVRNQRNTGNKPYACKECGKAFNGKSYLKEHEKIHTGEKPFECSQCGRAFSQKQYLIKHQNIHSGKKPFKCNECGKAFSQKENLIIHQRIHTGEKPYECKGCGKAFIQKSSLIRHQRSHTGEKPYTCKECGKAFSGKSNLTEHEKIHIGEKPYKCNECGTIFRQKQYLIKHHNIHTGEKPYE.... Result: 0 (no interaction). The miRNA is hsa-miR-1343-5p with sequence UGGGGAGCGGCCCCCGGGUGGG. (3) The miRNA is hsa-miR-410-5p with sequence AGGUUGUCUGUGAUGAGUUCG. The protein sequence of the target gene is MSSTVSYWILNSTRNSIATLQGGRRLYSRYVSNRNKLKWRLFSRVPPTLNSSPCGGFTLCKAYRHTSTEEDDFHLQLSPEQINEVLRAGETTHKILDLESRVPNSVLRFESNQLAANSPVEDRRGVASCLQTNGLMFGIFDGHGGHACAQAVSERLFYYVAVSLMSHQTLEHMEGAMESMKPLLPILHWLKHPGDSIYKDVTSVHLDHLRVYWQELLDLHMEMGLSIEEALMYSFQRLDSDISLEIQAPLEDEVTRNLSLQVAFSGATACMAHVDGIHLHVANAGDCRAILGVQEDNGMW.... Result: 0 (no interaction). (4) Result: 0 (no interaction). The protein sequence of the target gene is MTTMVNVDTLPEYEKSQIKRALELGTVMTVFNARKSTPERRTVQMIMETRQVAWSKTADKIEGFLDIMEIKEIRPGKNSKDFERAKAVRHKAECCFTILYGTQFVLSTLSLATDSKEDAVKWLSGLKILHQEAMSASTPTMIESWLRKQIYSVDQTRRNSISLRELKTILPLVNFKVSGIKFLKDKLVEIGAQKDELSFEQFHLFYKKLMFDQQKSILDEFKKDSSVFILGNTDRPDASAVYLQDFQRFLLHEQQELWAQDLNKVRERMTKFIDDTMRETAEPFLFVDEFLTYLFSRENS.... The miRNA is mmu-miR-504-5p with sequence AGACCCUGGUCUGCACUCUAUC. (5) The miRNA is hsa-miR-3164 with sequence UGUGACUUUAAGGGAAAUGGCG. Result: 0 (no interaction). The protein sequence of the target gene is MLFYSFFKSLVGKDVVVELKNDLSICGTLHSVDQYLNIKLTDISVTDPEKYPHMLSVKNCFIRGSVVRYVQLPADEVDTQLLQDAARKEALQQKQ. (6) The miRNA is cel-miR-58b-3p with sequence AGAGAUCAACCAUUGAGAUCCAA. The protein sequence of the target gene is MAARIGYYEIDRTIGKGNFAVVKRATHLVTKAKVAIKIIDKSQLDEENLKKIFREVQIMKMLCHPHIIRLYQVMETERMIYLVTEYASGGEIFDHLVAHGRMAEKEARRKFKQIVTAVYFCHCRNIVHRDLKAENLLLDANLNIKIADFGFSNLFTPGQLLKTWCGSPPYAAPELFEGKEYDGPKVDIWSLGVVLYVLVCGALPFDGSTLQNLRARVLSGKFRIPFFMSTECEHLIRHMLVLDPNKRLSMEQICRHKWMKLGDADPNFDRLIAECQQLKEERQSDPLNDDVLLAMEDMGL.... Result: 0 (no interaction). (7) The miRNA is hsa-miR-6504-3p with sequence CAUUACAGCACAGCCAUUCU. The protein sequence of the target gene is MWLPRVSSTAVTALLLAQTFLLLFLVSRPGPSSPAGGEARVHVLVLSSWRSGSSFVGQLFNQHPDVFYLMEPAWHVWTTLSQGSAATLHMAVRDLVRSVFLCDMDVFDAYLPWRRNLSDLFQWAVSRALCSPPACSAFPRGAISSEAVCKPLCARQSFTLAREACRSYSHVVLKEVRFFNLQVLYPLLSDPALNLRIVHLVRDPRAVLRSREQTAKALARDNGIVLGTNGTWVEADPGLRVVREVCRSHVRIAEAATLKPPPFLRGRYRLVRFEDLAREPLAEIRALYAFTGLSLTPQLE.... Result: 1 (interaction).